Regression. Given a target protein amino acid sequence and a drug SMILES string, predict the binding affinity score between them. We predict pKi (pKi = -log10(Ki in M); higher means stronger inhibition). Dataset: bindingdb_ki. From a dataset of Drug-target binding data from BindingDB using Ki measurements. The compound is Nc1ccn([C@@H]2O[C@H](CO)[C@@H](OP(=O)(O)O)[C@H]2O)c(=O)n1. The target protein (P00669) has sequence MALKSLVVLPLLVLVLLLVRVQPSLGKESAAAKFERQHMDSGNSPSSSSNYCNLMMCCRKMTQGKCKPVNTFVHESLADVKAVCSQKKVTCKNGQTNCYQSKSTMRITDCRETGSSKYPNCAYKTTQVEKHIIVACGGKPSVPVHFDASV. The pKi is 4.5.